Dataset: Reaction yield outcomes from USPTO patents with 853,638 reactions. Task: Predict the reaction yield, written as a fraction of the theoretical maximum amount of product (1.0 means a 100% yield; for example, 0.34 means a 34% yield). (1) The reactants are [NH2:1][C:2]1[CH:3]=[CH:4][C:5]([O:11][C:12]([F:15])([F:14])[F:13])=[C:6]([CH:10]=1)[C:7]([OH:9])=O.[NH2:16][C:17]1[CH:22]=[CH:21][CH:20]=[CH:19][C:18]=1O.C([O-])(O)=O.[Na+]. The catalyst is CN(C=O)C. The product is [O:9]1[C:18]2[CH:19]=[CH:20][CH:21]=[CH:22][C:17]=2[N:16]=[C:7]1[C:6]1[CH:10]=[C:2]([NH2:1])[CH:3]=[CH:4][C:5]=1[O:11][C:12]([F:15])([F:14])[F:13]. The yield is 0.220. (2) The reactants are [CH:1]1([NH:7][C:8]([NH:10][C:11]2[N:12]=[C:13]3[C:19]([C:20](=[O:25])[C:21]([CH3:24])([CH3:23])[CH3:22])=[CH:18][N:17](COCC[Si](C)(C)C)[C:14]3=[N:15][CH:16]=2)=[O:9])[CH2:6][CH2:5][CH2:4][CH2:3][CH2:2]1.O.O.O.C([O-])(=O)C.[Na+]. The catalyst is ClCCl.FC(F)(F)C(O)=O. The product is [CH:1]1([NH:7][C:8]([NH:10][C:11]2[N:12]=[C:13]3[C:19]([C:20](=[O:25])[C:21]([CH3:23])([CH3:22])[CH3:24])=[CH:18][NH:17][C:14]3=[N:15][CH:16]=2)=[O:9])[CH2:2][CH2:3][CH2:4][CH2:5][CH2:6]1. The yield is 0.680. (3) The reactants are [O:1]1[C:5]2[CH:6]=[CH:7][C:8]([CH2:10][N:11]3[C:20](=[O:21])[C:19]4[C:14](=[CH:15][CH:16]=[C:17]([C:22](O)=[O:23])[CH:18]=4)[NH:13][C:12]3=[O:25])=[CH:9][C:4]=2[O:3][CH2:2]1.[CH2:26]([NH2:36])[C:27]1[CH:35]=[CH:34][C:33]2[O:32][CH2:31][O:30][C:29]=2[CH:28]=1.C(Cl)Cl.CO. The catalyst is CS(C)=O. The product is [O:32]1[C:33]2[CH:34]=[CH:35][C:27]([CH2:26][NH:36][C:22]([C:17]3[CH:18]=[C:19]4[C:14](=[CH:15][CH:16]=3)[NH:13][C:12](=[O:25])[N:11]([CH2:10][C:8]3[CH:7]=[CH:6][C:5]5[O:1][CH2:2][O:3][C:4]=5[CH:9]=3)[C:20]4=[O:21])=[O:23])=[CH:28][C:29]=2[O:30][CH2:31]1. The yield is 0.360. (4) The reactants are Cl.[N:2]1([C:8]([C:10]2[CH:15]=[CH:14][C:13]([C:16]3[CH:17]=[C:18]4[C:24]([C:25]5[CH:33]=[CH:32][C:28]([C:29]([NH2:31])=[O:30])=[CH:27][CH:26]=5)=[CH:23][NH:22][C:19]4=[N:20][CH:21]=3)=[CH:12][CH:11]=2)=[O:9])[CH2:7][CH2:6][NH:5][CH2:4][CH2:3]1.C(N(CC)CC)C.[C:41](OC(=O)C)(=[O:43])[CH3:42].CCOC(C)=O. The catalyst is CO. The product is [C:41]([N:5]1[CH2:4][CH2:3][N:2]([C:8]([C:10]2[CH:15]=[CH:14][C:13]([C:16]3[CH:17]=[C:18]4[C:24]([C:25]5[CH:26]=[CH:27][C:28]([C:29]([NH2:31])=[O:30])=[CH:32][CH:33]=5)=[CH:23][NH:22][C:19]4=[N:20][CH:21]=3)=[CH:12][CH:11]=2)=[O:9])[CH2:7][CH2:6]1)(=[O:43])[CH3:42]. The yield is 0.250. (5) The reactants are [H-].[Na+].[O:3]=[C:4]1[C:16]2[NH:15][C:14]3[C:9](=[CH:10][CH:11]=[CH:12][CH:13]=3)[C:8]=2[CH2:7][CH2:6][NH:5]1.[CH3:17][Si:18]([CH3:25])([CH3:24])[CH2:19][CH2:20][O:21][CH2:22]Cl. No catalyst specified. The product is [CH3:17][Si:18]([CH3:25])([CH3:24])[CH2:19][CH2:20][O:21][CH2:22][N:15]1[C:14]2[C:9](=[CH:10][CH:11]=[CH:12][CH:13]=2)[C:8]2[CH2:7][CH2:6][NH:5][C:4](=[O:3])[C:16]1=2. The yield is 0.570. (6) The reactants are [F:1][C:2]1[CH:7]=[CH:6][CH:5]=[C:4]([F:8])[C:3]=1[C:9]1[N:10]([S:27]([C:30]2[CH:35]=[CH:34][CH:33]=[CH:32][CH:31]=2)(=[O:29])=[O:28])[C:11]2[C:16]([CH:17]=1)=[CH:15][C:14](B1OC(C)(C)C(C)(C)O1)=[CH:13][CH:12]=2.FC(F)(F)S(O[C:42]1[N:46]([CH2:47][CH3:48])[N:45]=[C:44]([C:49]2[CH:54]=[N:53][CH:52]=[CH:51][N:50]=2)[CH:43]=1)(=O)=O.C(=O)([O-])[O-].[K+].[K+].O. The catalyst is O1CCOCC1.C1C=CC([P]([Pd]([P](C2C=CC=CC=2)(C2C=CC=CC=2)C2C=CC=CC=2)([P](C2C=CC=CC=2)(C2C=CC=CC=2)C2C=CC=CC=2)[P](C2C=CC=CC=2)(C2C=CC=CC=2)C2C=CC=CC=2)(C2C=CC=CC=2)C2C=CC=CC=2)=CC=1. The product is [F:1][C:2]1[CH:7]=[CH:6][CH:5]=[C:4]([F:8])[C:3]=1[C:9]1[N:10]([S:27]([C:30]2[CH:35]=[CH:34][CH:33]=[CH:32][CH:31]=2)(=[O:29])=[O:28])[C:11]2[C:16]([CH:17]=1)=[CH:15][C:14]([C:42]1[N:46]([CH2:47][CH3:48])[N:45]=[C:44]([C:49]3[CH:54]=[N:53][CH:52]=[CH:51][N:50]=3)[CH:43]=1)=[CH:13][CH:12]=2. The yield is 0.780. (7) The reactants are [C:1]([C:8]1[CH:15]=[CH:14][C:11]([CH:12]=O)=[CH:10][CH:9]=1)(=[O:7])[CH2:2][CH2:3][CH2:4][CH2:5][CH3:6].[NH:16]1[CH2:19][CH:18]([C:20]([OH:22])=[O:21])[CH2:17]1.CC(O)=O.[BH3-]C#N.[Na+]. The catalyst is CO. The product is [C:1]([C:8]1[CH:15]=[CH:14][C:11]([CH2:12][N:16]2[CH2:19][CH:18]([C:20]([OH:22])=[O:21])[CH2:17]2)=[CH:10][CH:9]=1)(=[O:7])[CH2:2][CH2:3][CH2:4][CH2:5][CH3:6]. The yield is 0.0850.